Dataset: Reaction yield outcomes from USPTO patents with 853,638 reactions. Task: Predict the reaction yield, written as a fraction of the theoretical maximum amount of product (1.0 means a 100% yield; for example, 0.34 means a 34% yield). (1) The reactants are C[O:2][C:3]([C:5]1[CH:13]=[C:12]2[C:8]([C:9]([CH:32]3[CH2:37][CH2:36][CH2:35][CH2:34][CH2:33]3)=[C:10]([C:23]3[CH:28]=[CH:27][C:26]([NH2:29])=[C:25]([CH:30]=O)[CH:24]=3)[N:11]2[CH2:14][C:15]([N:17]2[CH2:22][CH2:21][O:20][CH2:19][CH2:18]2)=[O:16])=[CH:7][CH:6]=1)=[O:4].[CH3:38][C:39]1[O:40][C:41]([CH3:47])=[CH:42][C:43]=1[C:44](=O)[CH3:45]. No catalyst specified. The product is [CH:32]1([C:9]2[C:8]3[C:12](=[CH:13][C:5]([C:3]([OH:4])=[O:2])=[CH:6][CH:7]=3)[N:11]([CH2:14][C:15]([N:17]3[CH2:18][CH2:19][O:20][CH2:21][CH2:22]3)=[O:16])[C:10]=2[C:23]2[CH:24]=[C:25]3[C:26](=[CH:27][CH:28]=2)[N:29]=[C:44]([C:43]2[CH:42]=[C:41]([CH3:47])[O:40][C:39]=2[CH3:38])[CH:45]=[CH:30]3)[CH2:37][CH2:36][CH2:35][CH2:34][CH2:33]1. The yield is 0.0800. (2) The reactants are [O:1]([C:8]1[CH:13]=[CH:12][C:11]([C:14]2[N:15]=[C:16]([CH:22]3[CH2:27][CH2:26][CH2:25][NH:24][CH2:23]3)[S:17][C:18]=2[C:19]([NH2:21])=[O:20])=[CH:10][CH:9]=1)[C:2]1[CH:7]=[CH:6][CH:5]=[CH:4][CH:3]=1.F[C:29]1[CH:56]=CC=C[C:30]=1[O:31]C1C=CC(C2N=C(N3CCNCC3)C=CC=2C(N)=O)=CC=1.O. The catalyst is ClCCl.C(OCC)(=O)C. The product is [C:30]([N:24]1[CH2:25][CH2:26][CH2:27][CH:22]([C:16]2[S:17][C:18]([C:19]([NH2:21])=[O:20])=[C:14]([C:11]3[CH:10]=[CH:9][C:8]([O:1][C:2]4[CH:7]=[CH:6][CH:5]=[CH:4][CH:3]=4)=[CH:13][CH:12]=3)[N:15]=2)[CH2:23]1)(=[O:31])[CH:29]=[CH2:56]. The yield is 0.500. (3) The product is [F:1][C:2]1[C:7]2[N:8]([C:14]3[CH:15]=[CH:16][CH:17]=[CH:18][CH:19]=3)[C:9]([C@@H:11]([NH:13][C:21]3[N:29]=[CH:28][N:27]=[C:26]4[C:22]=3[N:23]=[CH:24][NH:25]4)[CH3:12])=[N:10][C:6]=2[CH:5]=[CH:4][CH:3]=1. The reactants are [F:1][C:2]1[C:7]2[N:8]([C:14]3[CH:19]=[CH:18][CH:17]=[CH:16][CH:15]=3)[C:9]([C@@H:11]([NH2:13])[CH3:12])=[N:10][C:6]=2[CH:5]=[CH:4][CH:3]=1.Cl[C:21]1[N:29]=[CH:28][N:27]=[C:26]2[C:22]=1[N:23]=[CH:24][NH:25]2.CCN(C(C)C)C(C)C. The catalyst is C(O)CCC. The yield is 0.190. (4) The reactants are [F:1][C:2]1[C:7]([F:8])=[C:6]([CH3:9])[CH:5]=[CH:4][C:3]=1[C:10]1[S:11][CH:12]=[C:13]([NH:19][C:20]([C:22]2[CH:31]=[C:25]3[C:26]([F:30])=[CH:27][CH:28]=[CH:29][N:24]3[N:23]=2)=[O:21])[C:14]=1[C:15]([O:17]C)=[O:16].[OH-].[Li+]. The catalyst is O1CCCC1.CO.O. The product is [F:1][C:2]1[C:7]([F:8])=[C:6]([CH3:9])[CH:5]=[CH:4][C:3]=1[C:10]1[S:11][CH:12]=[C:13]([NH:19][C:20]([C:22]2[CH:31]=[C:25]3[C:26]([F:30])=[CH:27][CH:28]=[CH:29][N:24]3[N:23]=2)=[O:21])[C:14]=1[C:15]([OH:17])=[O:16]. The yield is 1.00. (5) The reactants are [H-].[Na+].[F:3][C:4]1[CH:5]=[C:6]([C:17]([NH:19][C@@H:20]2[CH2:25][CH2:24][C@H:23]([NH:26][C:27](=[O:33])[O:28][C:29]([CH3:32])([CH3:31])[CH3:30])[CH2:22][CH2:21]2)=[O:18])[C:7]([NH:10][CH:11]2[CH2:16][CH2:15][S:14][CH2:13][CH2:12]2)=[N:8][CH:9]=1.[C:34](N1C=CN=C1)(N1C=CN=C1)=[O:35].C(OCC)(=O)C. The catalyst is CN1C(=O)CCC1. The product is [F:3][C:4]1[CH:9]=[N:8][C:7]2[N:10]([CH:11]3[CH2:16][CH2:15][S:14][CH2:13][CH2:12]3)[C:34](=[O:35])[N:19]([C@@H:20]3[CH2:25][CH2:24][C@H:23]([NH:26][C:27](=[O:33])[O:28][C:29]([CH3:30])([CH3:32])[CH3:31])[CH2:22][CH2:21]3)[C:17](=[O:18])[C:6]=2[CH:5]=1. The yield is 0.480. (6) The reactants are [F:1][C:2]1[CH:3]=[C:4]([C:8]2[CH:9]=[C:10]([CH:14]=[C:15]([CH3:17])[CH:16]=2)[C:11]([OH:13])=O)[CH:5]=[CH:6][CH:7]=1.C(Cl)(C(Cl)=O)=O.[NH2:24][C:25]1[C:26]([CH3:33])=[C:27]([OH:32])[CH:28]=[CH:29][C:30]=1[F:31].C([O-])(O)=O.[Na+]. The catalyst is C(Cl)Cl.CN(C=O)C.C1COCC1.O. The product is [F:31][C:30]1[C:25]([NH:24][C:11](=[O:13])[C:10]2[CH:14]=[C:15]([CH3:17])[CH:16]=[C:8]([C:4]3[CH:5]=[CH:6][CH:7]=[C:2]([F:1])[CH:3]=3)[CH:9]=2)=[C:26]([CH3:33])[C:27]([OH:32])=[CH:28][CH:29]=1. The yield is 0.630. (7) The reactants are [O:1]=[C:2]1[C:11]2[C:6](=[CH:7][CH:8]=[CH:9][CH:10]=2)[C:5]([CH2:12][C:13]2[CH:14]=[C:15]([CH:19]=[CH:20][CH:21]=2)[C:16]([OH:18])=O)=[N:4][NH:3]1.[N:22]1(C(OC(C)(C)C)=O)[CH2:27][CH2:26][NH:25][CH2:24][CH2:23]1.F[P-](F)(F)(F)(F)F.N1(OC(N(C)C)=[N+](C)C)C2C=CC=CC=2N=N1.C(N(CC)C(C)C)(C)C. The catalyst is Cl.C(O)C.O.CC(N(C)C)=O. The product is [N:22]1([C:16]([C:15]2[CH:14]=[C:13]([CH:21]=[CH:20][CH:19]=2)[CH2:12][C:5]2[C:6]3[C:11](=[CH:10][CH:9]=[CH:8][CH:7]=3)[C:2](=[O:1])[NH:3][N:4]=2)=[O:18])[CH2:27][CH2:26][NH:25][CH2:24][CH2:23]1. The yield is 0.770. (8) The reactants are [Br:1][C:2]1[CH:11]=[CH:10][C:9]2[O:8][C@@H:7]3[CH2:12][CH:13](OCC)[O:14][C@H:15]([CH3:16])[C@H:6]3[C:5](=[O:20])[C:4]=2[CH:3]=1.C([SiH](CC)CC)C.B(F)(F)F. The catalyst is C(Cl)Cl. The product is [Br:1][C:2]1[CH:11]=[CH:10][C:9]2[O:8][C@@H:7]3[CH2:12][CH2:13][O:14][C@H:15]([CH3:16])[C@H:6]3[C:5](=[O:20])[C:4]=2[CH:3]=1. The yield is 0.600. (9) The reactants are [CH3:1][CH:2]([O:4][P:5]([CH2:11][C:12]1[CH:17]=[CH:16][CH:15]=[C:14]([N+:18]([O-])=O)[CH:13]=1)(=[O:10])[O:6][CH:7]([CH3:9])[CH3:8])[CH3:3].Cl[C:22]1[N:27]=[C:26]([NH:28][CH2:29][C:30]2[C:31]([N:36]([CH3:41])[S:37]([CH3:40])(=[O:39])=[O:38])=[N:32][CH:33]=[CH:34][CH:35]=2)[C:25]([C:42]([F:45])([F:44])[F:43])=[CH:24][N:23]=1.[C:46]([OH:52])([C:48]([F:51])([F:50])[F:49])=[O:47]. The catalyst is CO.[Pd]. The product is [F:49][C:48]([F:51])([F:50])[C:46]([OH:52])=[O:47].[CH3:1][CH:2]([O:4][P:5]([CH2:11][C:12]1[CH:17]=[CH:16][CH:15]=[C:14]([NH:18][C:22]2[N:27]=[C:26]([NH:28][CH2:29][C:30]3[C:31]([N:36]([CH3:41])[S:37]([CH3:40])(=[O:39])=[O:38])=[N:32][CH:33]=[CH:34][CH:35]=3)[C:25]([C:42]([F:43])([F:45])[F:44])=[CH:24][N:23]=2)[CH:13]=1)(=[O:10])[O:6][CH:7]([CH3:9])[CH3:8])[CH3:3]. The yield is 0.340.